Dataset: Full USPTO retrosynthesis dataset with 1.9M reactions from patents (1976-2016). Task: Predict the reactants needed to synthesize the given product. (1) Given the product [Br:21][CH2:13][C:12]1[C:3]2[C:4](=[N:5][CH:6]=[C:7]([C:8]#[N:9])[C:2]=2[Cl:1])[S:10][CH:11]=1, predict the reactants needed to synthesize it. The reactants are: [Cl:1][C:2]1[C:7]([C:8]#[N:9])=[CH:6][N:5]=[C:4]2[S:10][CH:11]=[C:12]([CH3:13])[C:3]=12.C1C(=O)N([Br:21])C(=O)C1.CC(N=NC(C#N)(C)C)(C#N)C.[OH-].[Na+]. (2) Given the product [NH2:1][C:2]([C:4]1[C:5]2[N:32]=[C:25]([C:26]3[CH:27]=[CH:28][CH:29]=[CH:30][CH:31]=3)[NH:24][C:6]=2[C:7]([O:8][C@H:9]2[CH2:14][CH2:13][CH2:12][N:11]([C:15]([O:17][C:18]([CH3:21])([CH3:20])[CH3:19])=[O:16])[CH2:10]2)=[CH:22][CH:23]=1)=[O:3], predict the reactants needed to synthesize it. The reactants are: [NH2:1][C:2]([C:4]1[CH:23]=[CH:22][C:7]([O:8][C@H:9]2[CH2:14][CH2:13][CH2:12][N:11]([C:15]([O:17][C:18]([CH3:21])([CH3:20])[CH3:19])=[O:16])[CH2:10]2)=[C:6]([NH:24][C:25](=[NH:32])[C:26]2[CH:31]=[CH:30][CH:29]=[CH:28][CH:27]=2)[CH:5]=1)=[O:3].Cl[O-].[Na+].C(=O)([O-])[O-].[Na+].[Na+]. (3) Given the product [CH2:57]([O:56][C:50]1[CH:51]=[CH:52][C:53]([CH3:55])=[CH:54][C:49]=1[CH:42]([C:43]1[CH:48]=[CH:47][CH:46]=[CH:45][CH:44]=1)[CH2:41][CH2:40][N:39]([CH2:18][CH2:17][CH:16]([C:2]1[CH:7]=[CH:6][CH:5]=[CH:4][CH:3]=1)[C:10]1[CH:11]=[C:12]([CH3:15])[CH:13]=[CH:14][C:9]=1[O:8][CH2:1][C:2]1[CH:7]=[CH:6][CH:5]=[CH:4][CH:3]=1)[CH:36]([CH3:38])[CH3:37])[C:58]1[CH:59]=[CH:60][CH:61]=[CH:62][CH:63]=1, predict the reactants needed to synthesize it. The reactants are: [CH2:1]([O:8][C:9]1[CH:14]=[CH:13][C:12]([CH3:15])=[CH:11][C:10]=1[C:16]1[C:17](CCCC2C=CC=CC=2)=[C:18](S([O-])(=O)=O)C=CC=1C)[C:2]1[CH:7]=[CH:6][CH:5]=[CH:4][CH:3]=1.[CH:36]([NH:39][CH2:40][CH2:41][CH:42]([C:49]1[CH:54]=[C:53]([CH3:55])[CH:52]=[CH:51][C:50]=1[O:56][CH2:57][C:58]1[CH:63]=[CH:62][CH:61]=[CH:60][CH:59]=1)[C:43]1[CH:48]=[CH:47][CH:46]=[CH:45][CH:44]=1)([CH3:38])[CH3:37].O. (4) The reactants are: Cl.[CH3:2][C:3]1[N:4]=[CH:5][NH:6][C:7]=1[CH3:8].CN(C)C=O.[H-].[Na+].[I-].[K+].Br[CH2:19][CH2:20][O:21][Si:22]([C:25]([CH3:28])([CH3:27])[CH3:26])([CH3:24])[CH3:23]. Given the product [Si:22]([O:21][CH2:20][CH2:19][N:4]1[C:3]([CH3:2])=[C:7]([CH3:8])[N:6]=[CH:5]1)([C:25]([CH3:28])([CH3:27])[CH3:26])([CH3:24])[CH3:23], predict the reactants needed to synthesize it. (5) Given the product [F:1][C:2]1[CH:7]=[CH:6][CH:5]=[CH:4][C:3]=1[N:8]1[C:12]([C:13]2[CH:14]=[CH:15][N:16]=[CH:17][CH:18]=2)=[C:11]([C:19]2[O:20][N:41]=[C:25]([C:26]3[CH:27]=[CH:28][C:29]([CH2:30][NH:31][C:32](=[O:38])[O:33][C:34]([CH3:35])([CH3:36])[CH3:37])=[CH:39][CH:40]=3)[N:24]=2)[N:10]=[N:9]1, predict the reactants needed to synthesize it. The reactants are: [F:1][C:2]1[CH:7]=[CH:6][CH:5]=[CH:4][C:3]=1[N:8]1[C:12]([C:13]2[CH:18]=[CH:17][N:16]=[CH:15][CH:14]=2)=[C:11]([C:19](OCC)=[O:20])[N:10]=[N:9]1.[NH2:24][C:25](=[N:41]O)[C:26]1[CH:40]=[CH:39][C:29]([CH2:30][NH:31][C:32](=[O:38])[O:33][C:34]([CH3:37])([CH3:36])[CH3:35])=[CH:28][CH:27]=1. (6) The reactants are: [OH:1][CH2:2][CH2:3][O:4][CH2:5][C:6]1[N:11]=[CH:10][C:9]([CH:12]([CH3:16])[C:13]([O-:15])=[O:14])=[CH:8][CH:7]=1.O1CCCC1.[OH-].[Na+]. Given the product [OH:1][CH2:2][CH2:3][O:4][CH2:5][C:6]1[N:11]=[CH:10][C:9]([CH:12]([CH3:16])[C:13]([OH:15])=[O:14])=[CH:8][CH:7]=1, predict the reactants needed to synthesize it. (7) Given the product [Cl:14][C:4]1[CH:3]=[C:2]([N:1]=[C:20]=[S:21])[CH:9]=[C:8]([C:10]([F:11])([F:12])[F:13])[C:5]=1[C:6]#[N:7], predict the reactants needed to synthesize it. The reactants are: [NH2:1][C:2]1[CH:9]=[C:8]([C:10]([F:13])([F:12])[F:11])[C:5]([C:6]#[N:7])=[C:4]([Cl:14])[CH:3]=1.C(=O)([O-])[O-].[Ca+2].[C:20](Cl)(Cl)=[S:21].Cl.